This data is from Forward reaction prediction with 1.9M reactions from USPTO patents (1976-2016). The task is: Predict the product of the given reaction. (1) Given the reactants [C:1]1([NH:7][C:8](=[O:21])[C:9]2[CH:14]=[CH:13][C:12]([N:15]3[CH2:20][CH2:19][NH:18][CH2:17][CH2:16]3)=[CH:11][CH:10]=2)[CH:6]=[CH:5][CH:4]=[CH:3][CH:2]=1.[C:22]([O-:25])([O-])=O.[K+].[K+].CN([CH:31]=[O:32])C, predict the reaction product. The product is: [CH3:22][O:25][C:31](=[O:32])[CH:8]([C:9]1[CH:14]=[CH:13][CH:12]=[CH:11][CH:10]=1)[N:18]1[CH2:17][CH2:16][N:15]([C:12]2[CH:11]=[CH:10][C:9]([C:8](=[O:21])[NH:7][C:1]3[CH:2]=[CH:3][CH:4]=[CH:5][CH:6]=3)=[CH:14][CH:13]=2)[CH2:20][CH2:19]1. (2) The product is: [F:46][CH:42]([F:47])[O:22][CH2:21][C@@:19]12[CH2:18][N:17]([S:23]([C:26]3[CH:27]=[N:28][C:29]([N:32]4[CH2:37][CH2:36][O:35][CH2:34][CH2:33]4)=[CH:30][CH:31]=3)(=[O:24])=[O:25])[CH2:16][CH2:15][C:14]1=[CH:13][C:12]1[N:8]([C:5]3[CH:6]=[CH:7][C:2]([F:1])=[CH:3][CH:4]=3)[N:9]=[CH:10][C:11]=1[CH2:20]2. Given the reactants [F:1][C:2]1[CH:7]=[CH:6][C:5]([N:8]2[C:12]3[CH:13]=[C:14]4[C@:19]([CH2:21][OH:22])([CH2:20][C:11]=3[CH:10]=[N:9]2)[CH2:18][N:17]([S:23]([C:26]2[CH:27]=[N:28][C:29]([N:32]3[CH2:37][CH2:36][O:35][CH2:34][CH2:33]3)=[CH:30][CH:31]=2)(=[O:25])=[O:24])[CH2:16][CH2:15]4)=[CH:4][CH:3]=1.FS([C:42]([F:47])([F:46])C(O)=O)(=O)=O, predict the reaction product. (3) The product is: [F:23][C:24]1[CH:29]=[CH:28][C:27]([C:2]2[CH:3]3[O:11][CH:9]([CH:10]=2)[CH:8]2[CH:4]3[C:5](=[O:22])[CH:6]([C:13]3[C:14]([CH3:21])=[CH:15][C:16]([CH3:20])=[CH:17][C:18]=3[CH3:19])[C:7]2=[O:12])=[CH:26][CH:25]=1. Given the reactants Br[C:2]1[CH:3]2[O:11][CH:9]([CH:10]=1)[CH:8]1[CH:4]2[C:5](=[O:22])[CH:6]([C:13]2[C:18]([CH3:19])=[CH:17][C:16]([CH3:20])=[CH:15][C:14]=2[CH3:21])[C:7]1=[O:12].[F:23][C:24]1[CH:29]=[CH:28][C:27](B(O)O)=[CH:26][CH:25]=1.O.C1(P(C2CCCCC2)C2C=CC=CC=2C2C(OC)=CC=C(S([O-])(=O)=O)C=2OC)CCCCC1.[Na+].P([O-])([O-])([O-])=O.[K+].[K+].[K+].Cl, predict the reaction product.